This data is from NCI-60 drug combinations with 297,098 pairs across 59 cell lines. The task is: Regression. Given two drug SMILES strings and cell line genomic features, predict the synergy score measuring deviation from expected non-interaction effect. (1) Drug 1: CCC1(C2=C(COC1=O)C(=O)N3CC4=CC5=C(C=CC(=C5CN(C)C)O)N=C4C3=C2)O.Cl. Drug 2: C(CCl)NC(=O)N(CCCl)N=O. Cell line: A549. Synergy scores: CSS=18.8, Synergy_ZIP=-7.53, Synergy_Bliss=0.683, Synergy_Loewe=-24.3, Synergy_HSA=-0.0413. (2) Drug 1: CN(C)N=NC1=C(NC=N1)C(=O)N. Drug 2: CC(C1=C(C=CC(=C1Cl)F)Cl)OC2=C(N=CC(=C2)C3=CN(N=C3)C4CCNCC4)N. Cell line: MCF7. Synergy scores: CSS=-0.338, Synergy_ZIP=-2.36, Synergy_Bliss=-3.50, Synergy_Loewe=-11.9, Synergy_HSA=-4.86. (3) Drug 1: CNC(=O)C1=CC=CC=C1SC2=CC3=C(C=C2)C(=NN3)C=CC4=CC=CC=N4. Drug 2: C1=NC2=C(N=C(N=C2N1C3C(C(C(O3)CO)O)F)Cl)N. Cell line: K-562. Synergy scores: CSS=59.2, Synergy_ZIP=-0.0600, Synergy_Bliss=-0.876, Synergy_Loewe=-9.40, Synergy_HSA=0.896. (4) Drug 1: CC1=C(C(CCC1)(C)C)C=CC(=CC=CC(=CC(=O)O)C)C. Drug 2: C1=NC2=C(N1)C(=S)N=CN2. Cell line: SF-539. Synergy scores: CSS=37.7, Synergy_ZIP=-6.26, Synergy_Bliss=-2.10, Synergy_Loewe=-3.33, Synergy_HSA=2.76. (5) Drug 1: COC1=NC(=NC2=C1N=CN2C3C(C(C(O3)CO)O)O)N. Drug 2: C1CN(CCN1C(=O)CCBr)C(=O)CCBr. Cell line: SNB-75. Synergy scores: CSS=20.9, Synergy_ZIP=-6.91, Synergy_Bliss=0.998, Synergy_Loewe=2.49, Synergy_HSA=3.72. (6) Drug 1: CC1=C(C=C(C=C1)NC2=NC=CC(=N2)N(C)C3=CC4=NN(C(=C4C=C3)C)C)S(=O)(=O)N.Cl. Drug 2: C1=CC(=CC=C1CC(C(=O)O)N)N(CCCl)CCCl.Cl. Cell line: SW-620. Synergy scores: CSS=12.5, Synergy_ZIP=-1.17, Synergy_Bliss=-0.321, Synergy_Loewe=-20.2, Synergy_HSA=-10.2. (7) Drug 1: C1=CC=C(C(=C1)C(C2=CC=C(C=C2)Cl)C(Cl)Cl)Cl. Drug 2: CS(=O)(=O)OCCCCOS(=O)(=O)C. Cell line: MOLT-4. Synergy scores: CSS=37.6, Synergy_ZIP=-1.43, Synergy_Bliss=2.19, Synergy_Loewe=-7.69, Synergy_HSA=4.08.